From a dataset of Reaction yield outcomes from USPTO patents with 853,638 reactions. Predict the reaction yield, written as a fraction of the theoretical maximum amount of product (1.0 means a 100% yield; for example, 0.34 means a 34% yield). (1) The reactants are C([O:3][C:4](=[O:36])[C:5]([O:8][C:9]1[CH:14]=[CH:13][C:12]([O:15][CH2:16][CH2:17][C:18]2[N:19]=[C:20]([C:24]3[CH:29]=[CH:28][C:27]([C:30]4[CH:35]=[CH:34][CH:33]=[CH:32][CH:31]=4)=[CH:26][CH:25]=3)[S:21][C:22]=2[CH3:23])=[CH:11][CH:10]=1)([CH3:7])[CH3:6])C.[OH-].[Na+]. The catalyst is CCO. The product is [C:27]1([C:30]2[CH:35]=[CH:34][CH:33]=[CH:32][CH:31]=2)[CH:26]=[CH:25][C:24]([C:20]2[S:21][C:22]([CH3:23])=[C:18]([CH2:17][CH2:16][O:15][C:12]3[CH:13]=[CH:14][C:9]([O:8][C:5]([CH3:7])([CH3:6])[C:4]([OH:36])=[O:3])=[CH:10][CH:11]=3)[N:19]=2)=[CH:29][CH:28]=1. The yield is 0.870. (2) The reactants are S(Cl)(Cl)=O.[C:5]([O:8][CH2:9][C:10]([CH3:40])([CH3:39])[CH2:11][N:12]1[C:18]2[CH:19]=[CH:20][C:21]([Cl:23])=[CH:22][C:17]=2[C@@H:16]([C:24]2[CH:29]=[CH:28][CH:27]=[C:26]([O:30][CH3:31])[C:25]=2[O:32][CH3:33])[O:15][C@H:14]([CH2:34][C:35](O)=[O:36])[C:13]1=[O:38])(=[O:7])[CH3:6].[NH2:41][C:42]1[CH:47]=[CH:46][C:45]([CH2:48][CH2:49][C:50]([O:52][CH2:53][CH3:54])=[O:51])=[CH:44][C:43]=1[O:55][CH3:56].CN(C1C=CC=CN=1)C. The catalyst is O1CCCC1.O.CN(C)C=O. The product is [C:5]([O:8][CH2:9][C:10]([CH3:40])([CH3:39])[CH2:11][N:12]1[C:18]2[CH:19]=[CH:20][C:21]([Cl:23])=[CH:22][C:17]=2[C@@H:16]([C:24]2[CH:29]=[CH:28][CH:27]=[C:26]([O:30][CH3:31])[C:25]=2[O:32][CH3:33])[O:15][C@H:14]([CH2:34][C:35]([NH:41][C:42]2[CH:47]=[CH:46][C:45]([CH2:48][CH2:49][C:50]([O:52][CH2:53][CH3:54])=[O:51])=[CH:44][C:43]=2[O:55][CH3:56])=[O:36])[C:13]1=[O:38])(=[O:7])[CH3:6]. The yield is 0.470. (3) The reactants are [NH2:1][C@@H:2]([CH3:6])[CH2:3][C:4]#[N:5].N1[CH2:12][CH2:11][CH2:10][CH2:9][C:8]1=O.CC[OH:16]. The catalyst is O. The product is [O:16]=[C:10]1[CH2:11][CH2:12][N:1]([C@H:2]([CH3:6])[CH2:3][C:4]#[N:5])[CH2:8][CH2:9]1. The yield is 0.870. (4) The reactants are [NH2:1][C:2]1[CH:30]=[CH:29][C:5]([O:6][C:7]2[CH:12]=[CH:11][N:10]=[C:9]([NH:13][C:14]([N:16]3[CH2:21][CH2:20][N:19]([CH:22]4[CH2:27][CH2:26][N:25]([CH3:28])[CH2:24][CH2:23]4)[CH2:18][CH2:17]3)=[O:15])[CH:8]=2)=[C:4]([F:31])[CH:3]=1.[F:32][C:33]1[CH:38]=[CH:37][C:36]([CH2:39][C:40]([N:42]=[C:43]=[O:44])=[O:41])=[CH:35][CH:34]=1. The catalyst is O1CCCC1. The product is [F:31][C:4]1[CH:3]=[C:2]([NH:1][C:43]([NH:42][C:40](=[O:41])[CH2:39][C:36]2[CH:37]=[CH:38][C:33]([F:32])=[CH:34][CH:35]=2)=[O:44])[CH:30]=[CH:29][C:5]=1[O:6][C:7]1[CH:12]=[CH:11][N:10]=[C:9]([NH:13][C:14]([N:16]2[CH2:21][CH2:20][N:19]([CH:22]3[CH2:27][CH2:26][N:25]([CH3:28])[CH2:24][CH2:23]3)[CH2:18][CH2:17]2)=[O:15])[CH:8]=1. The yield is 0.0850. (5) The reactants are COC1C=CC(C[N:8]2[C:12]3=[N:13][CH:14]=[CH:15][C:16]([O:17][C:18]4[CH:23]=[CH:22][C:21]([NH:24][C:25]([C:27]5[C:28](=[O:39])[N:29]([C:33]6[CH:38]=[CH:37][CH:36]=[CH:35][N:34]=6)[N:30]=[CH:31][CH:32]=5)=[O:26])=[CH:20][C:19]=4[F:40])=[C:11]3[C:10]([NH:41][CH:42]3[CH2:47][CH2:46][N:45]([CH3:48])[CH2:44][CH2:43]3)=[N:9]2)=CC=1.FC(F)(F)C(O)=O. No catalyst specified. The product is [F:40][C:19]1[CH:20]=[C:21]([NH:24][C:25]([C:27]2[C:28](=[O:39])[N:29]([C:33]3[CH:38]=[CH:37][CH:36]=[CH:35][N:34]=3)[N:30]=[CH:31][CH:32]=2)=[O:26])[CH:22]=[CH:23][C:18]=1[O:17][C:16]1[CH:15]=[CH:14][N:13]=[C:12]2[NH:8][N:9]=[C:10]([NH:41][CH:42]3[CH2:47][CH2:46][N:45]([CH3:48])[CH2:44][CH2:43]3)[C:11]=12. The yield is 0.860. (6) The reactants are [CH2:1]([Li])[CH2:2][CH2:3][CH3:4].O=O.Br[C:9]1[CH:14]=[CH:13][C:12]([Cl:15])=[C:11]([CH2:16][C:17]2[CH:22]=[CH:21][C:20]([O:23][CH2:24][CH3:25])=[CH:19][CH:18]=2)[CH:10]=1.CON(C)[C:29](=[O:81])[C@H:30]([O:73]CC1C=CC=CC=1)[C@@H:31]([O:65][CH2:66][C:67]1[CH:72]=[CH:71][CH:70]=[CH:69][CH:68]=1)[C@H:32]([O:57][CH2:58][C:59]1[CH:64]=[CH:63][CH:62]=[CH:61][CH:60]=1)[C:33]([OH:56])([CH2:45][O:46][CH2:47][C:48]1[CH:53]=[CH:52][C:51]([O:54][CH3:55])=[CH:50][CH:49]=1)[CH2:34][O:35][CH2:36][C:37]1[CH:42]=[CH:41][C:40]([O:43][CH3:44])=[CH:39][CH:38]=1.[Al].O1C[CH2:87][CH2:86][CH2:85]1. The catalyst is C(OCC)C. The product is [CH2:1]([O:73][CH:30]1[CH:31]([O:65][CH2:66][C:67]2[CH:68]=[CH:69][CH:70]=[CH:71][CH:72]=2)[CH:32]([O:57][CH2:58][C:59]2[CH:64]=[CH:63][CH:62]=[CH:61][CH:60]=2)[C:33]([CH2:45][O:46][CH2:47][C:48]2[CH:49]=[CH:50][C:51]([O:54][CH3:55])=[CH:52][CH:53]=2)([CH2:34][O:35][CH2:36][C:37]2[CH:38]=[CH:39][C:40]([O:43][CH3:44])=[CH:41][CH:42]=2)[O:56][C:29]1([C:9]1[CH:14]=[CH:13][C:12]([Cl:15])=[C:11]([CH2:16][C:17]2[CH:22]=[CH:21][C:20]([O:23][CH2:24][CH3:25])=[CH:19][CH:18]=2)[CH:10]=1)[OH:81])[C:2]1[CH:87]=[CH:86][CH:85]=[CH:4][CH:3]=1. The yield is 0.380.